From a dataset of Forward reaction prediction with 1.9M reactions from USPTO patents (1976-2016). Predict the product of the given reaction. (1) Given the reactants [C:1]([C:4]1[C:22](=[O:23])[C@@:8]2([CH3:24])[C:9]3[C:15]([OH:16])=[CH:14][C:13]([O:17][CH3:18])=[C:12]([C:19]([NH2:21])=[O:20])[C:10]=3[O:11][C:7]2=[CH:6][C:5]=1[OH:25])(=[O:3])[CH3:2].[CH:26]([C:28]1[C:37]2[C:32](=[CH:33][CH:34]=[CH:35][CH:36]=2)[CH:31]=[C:30]([C:38]([O:40][CH3:41])=[O:39])[CH:29]=1)=O.C([SiH](CC)CC)C.FC(F)(F)C(O)=O, predict the reaction product. The product is: [C:1]([C:4]1[C:22](=[O:23])[C@@:8]2([CH3:24])[C:9]3[C:15]([OH:16])=[CH:14][C:13]([O:17][CH3:18])=[C:12]([C:19]([NH:21][CH2:26][C:28]4[C:37]5[C:32](=[CH:33][CH:34]=[CH:35][CH:36]=5)[CH:31]=[C:30]([C:38]([O:40][CH3:41])=[O:39])[CH:29]=4)=[O:20])[C:10]=3[O:11][C:7]2=[CH:6][C:5]=1[OH:25])(=[O:3])[CH3:2]. (2) Given the reactants [Br:1][C:2]1[CH:7]=[CH:6][C:5]([N:8]2[C:12](=[O:13])[NH:11][N:10]=[C:9]2[CH2:14][C@@H:15]2[CH2:19][CH2:18][N:17](C(OC(C)(C)C)=O)[CH2:16]2)=[CH:4][CH:3]=1.O1CCOCC1.[ClH:33], predict the reaction product. The product is: [ClH:33].[Br:1][C:2]1[CH:7]=[CH:6][C:5]([N:8]2[C:9]([CH2:14][C@@H:15]3[CH2:19][CH2:18][NH:17][CH2:16]3)=[N:10][NH:11][C:12]2=[O:13])=[CH:4][CH:3]=1. (3) Given the reactants C1(S([N:10]2[C:18]3[C:13](=[N:14][C:15]([C:27]4[CH:32]=[CH:31][C:30]([F:33])=[CH:29][CH:28]=4)=[C:16]([C:19]4[CH:26]=[CH:25][C:22]([C:23]#[N:24])=[CH:21][CH:20]=4)[CH:17]=3)[CH:12]=[CH:11]2)(=O)=O)C=CC=CC=1, predict the reaction product. The product is: [F:33][C:30]1[CH:29]=[CH:28][C:27]([C:15]2[N:14]=[C:13]3[CH:12]=[CH:11][NH:10][C:18]3=[CH:17][C:16]=2[C:19]2[CH:26]=[CH:25][C:22]([C:23]#[N:24])=[CH:21][CH:20]=2)=[CH:32][CH:31]=1. (4) The product is: [NH2:35][C@@H:32]1[CH2:33][CH2:34][C@H:29]([NH:28][C:17]2[N:16]=[C:15]([NH:11][C:10]3[CH:12]=[CH:13][C:7]([N:4]4[CH2:3][CH2:2][O:1][CH2:6][CH2:5]4)=[CH:8][CH:9]=3)[N:20]=[C:19]3[NH:21][N:22]=[C:23]([S:24]([CH3:27])(=[O:26])=[O:25])[C:18]=23)[CH2:30][CH2:31]1. Given the reactants [O:1]1[CH2:6][CH2:5][N:4]([C:7]2[CH:13]=[CH:12][C:10]([NH2:11])=[CH:9][CH:8]=2)[CH2:3][CH2:2]1.Cl[C:15]1[N:20]=[C:19]2[NH:21][N:22]=[C:23]([S:24]([CH3:27])(=[O:26])=[O:25])[C:18]2=[C:17]([NH:28][C@@H:29]2[CH2:34][CH2:33][C@H:32]([NH:35]C(=O)OC(C)(C)C)[CH2:31][CH2:30]2)[N:16]=1, predict the reaction product. (5) Given the reactants [F:1][C:2]1[CH:7]=[CH:6][C:5]([O:8][C:9](=[O:33])[N:10]([C@@H:13]2[C@@H:17]([C:18]3[CH:23]=[CH:22][C:21]([Cl:24])=[CH:20][CH:19]=3)[CH2:16][N:15]([C:25]([CH:27]3[CH2:32][CH2:31][NH:30][CH2:29][CH2:28]3)=[O:26])[CH2:14]2)[CH2:11][CH3:12])=[CH:4][CH:3]=1.Cl[C:35]1[N:40]=[CH:39][C:38]([C:41]#[N:42])=[CH:37][N:36]=1.CCN(C(C)C)C(C)C, predict the reaction product. The product is: [F:1][C:2]1[CH:7]=[CH:6][C:5]([O:8][C:9](=[O:33])[N:10]([C@@H:13]2[C@@H:17]([C:18]3[CH:23]=[CH:22][C:21]([Cl:24])=[CH:20][CH:19]=3)[CH2:16][N:15]([C:25]([CH:27]3[CH2:32][CH2:31][N:30]([C:35]4[N:40]=[CH:39][C:38]([C:41]#[N:42])=[CH:37][N:36]=4)[CH2:29][CH2:28]3)=[O:26])[CH2:14]2)[CH2:11][CH3:12])=[CH:4][CH:3]=1. (6) Given the reactants [Cl:1][C:2]1[CH:7]=[CH:6][CH:5]=[CH:4][C:3]=1[N:8]1[C:12]([S:13][C:14]2[CH:19]=[CH:18][N:17]=[C:16]([O:20][CH3:21])[CH:15]=2)=[CH:11][C:10]([C:22](OCC)=[O:23])=[N:9]1.[H-].C([Al+]CC(C)C)C(C)C.C1(C)C=CC=CC=1.O.O.O.O.O.O.O.O.O.O.[O-]S([O-])(=O)=O.[Na+].[Na+], predict the reaction product. The product is: [Cl:1][C:2]1[CH:7]=[CH:6][CH:5]=[CH:4][C:3]=1[N:8]1[C:12]([S:13][C:14]2[CH:19]=[CH:18][N:17]=[C:16]([O:20][CH3:21])[CH:15]=2)=[CH:11][C:10]([CH:22]=[O:23])=[N:9]1. (7) Given the reactants [F:1][C:2]1[CH:7]=[CH:6][C:5]([C:8]2[O:9][C:10]3[CH:20]=[C:19]([N:21]([CH3:26])[S:22]([CH3:25])(=[O:24])=[O:23])[C:18]([CH:27]4[CH2:32][N:31]([CH3:33])[CH2:30][CH:29]([C:34](O)=[O:35])[CH2:28]4)=[CH:17][C:11]=3[C:12]=2[C:13](=[O:16])[NH:14][CH3:15])=[CH:4][CH:3]=1.C1C=CC2N(O)N=NC=2C=1.CCN=C=NCCCN(C)C.Cl.Cl.[NH2:60][C:61]1[C:66]([F:67])=[CH:65][CH:64]=[CH:63][C:62]=1[OH:68], predict the reaction product. The product is: [F:67][C:66]1[CH:65]=[CH:64][CH:63]=[C:62]([OH:68])[C:61]=1[NH:60][C:34]([CH:29]1[CH2:28][CH:27]([C:18]2[C:19]([N:21]([CH3:26])[S:22]([CH3:25])(=[O:24])=[O:23])=[CH:20][C:10]3[O:9][C:8]([C:5]4[CH:4]=[CH:3][C:2]([F:1])=[CH:7][CH:6]=4)=[C:12]([C:13](=[O:16])[NH:14][CH3:15])[C:11]=3[CH:17]=2)[CH2:32][N:31]([CH3:33])[CH2:30]1)=[O:35]. (8) Given the reactants F[C:2]1(F)[C:6]2[N:7]([CH2:14][C:15]([NH:17][C@H:18]([C:28]3[C:33]([C:34]4[CH:35]=[CH:36][CH:37]=[C:38]5[C:42]=4[N:41]([CH3:43])[N:40]=[C:39]5[NH:44]S(C)(=O)=O)=[CH:32][CH:31]=[C:30]([C:49]#[C:50][C:51]([OH:54])([CH3:53])[CH3:52])[N:29]=3)[CH2:19][C:20]3[CH:25]=[C:24]([F:26])[CH:23]=[C:22]([F:27])[CH:21]=3)=[O:16])[N:8]=[C:9]([C:10](F)([F:12])[F:11])[C:5]=2[C@H:4]2[CH2:55][C@@H:3]12.F[CH:58](F)C1C2CCC3CC3C=2N(CC(O)=O)N=1, predict the reaction product. The product is: [NH2:44][C:39]1[C:38]2[C:42](=[C:34]([C:33]3[C:28]([C@@H:18]([NH:17][C:15](=[O:16])[CH2:14][N:7]4[C:6]5[CH:2]6[CH2:58][CH:3]6[CH2:55][CH2:4][C:5]=5[C:9]([CH:10]([F:12])[F:11])=[N:8]4)[CH2:19][C:20]4[CH:25]=[C:24]([F:26])[CH:23]=[C:22]([F:27])[CH:21]=4)=[N:29][C:30]([C:49]#[C:50][C:51]([OH:54])([CH3:52])[CH3:53])=[CH:31][CH:32]=3)[CH:35]=[CH:36][CH:37]=2)[N:41]([CH3:43])[N:40]=1. (9) The product is: [F:29][C:30]1[CH:31]=[CH:32][C:33]([C:34]([CH:59]2[CH2:60][CH2:48][N:45]([C:46]([C:20]3[CH:24]=[CH:25][C:17]([C:15]([NH:14][CH:11]4[CH2:12][CH2:13][N:8]([CH2:7][C:6]5[CH:5]=[CH:4][C:3]([O:2][CH3:1])=[CH:27][CH:26]=5)[CH2:9][CH2:10]4)=[O:16])=[N:18][CH:19]=3)=[O:47])[CH2:44][CH2:58]2)=[O:35])=[CH:42][CH:43]=1. Given the reactants [CH3:1][O:2][C:3]1[CH:27]=[CH:26][C:6]([CH2:7][N:8]2[CH2:13][CH2:12][CH:11]([NH:14][C:15]([C:17]3[CH:25]=[CH:24][C:20](C(O)=O)=[CH:19][N:18]=3)=[O:16])[CH2:10][CH2:9]2)=[CH:5][CH:4]=1.Cl.[F:29][C:30]1[CH:43]=[CH:42][C:33]([C:34](N2CCCCC2)=[O:35])=[CH:32][CH:31]=1.[CH3:44][N:45]([CH3:48])[CH:46]=[O:47].CN(C(ON1N=N[C:59]2[CH:60]=CC=N[C:58]1=2)=[N+](C)C)C.F[P-](F)(F)(F)(F)F, predict the reaction product. (10) Given the reactants O[Li].O.[CH2:4]([O:11][CH2:12][C:13](=[O:24])[CH:14]([CH3:23])[C:15](=[O:22])[CH:16]([CH3:21])[C:17]([O:19]C)=O)[C:5]1[CH:10]=[CH:9][CH:8]=[CH:7][CH:6]=1.Cl.C1C[O:29][CH2:28][CH2:27]1, predict the reaction product. The product is: [C:28]([O:22][C:15]1[C:14]([CH3:23])=[C:13]([CH2:12][O:11][CH2:4][C:5]2[CH:6]=[CH:7][CH:8]=[CH:9][CH:10]=2)[O:24][C:17](=[O:19])[C:16]=1[CH3:21])(=[O:29])[CH3:27].